From a dataset of Forward reaction prediction with 1.9M reactions from USPTO patents (1976-2016). Predict the product of the given reaction. (1) Given the reactants [CH3:1][C:2]1[CH:8]=[CH:7][C:6]([N+:9]([O-:11])=[O:10])=[CH:5][C:3]=1[NH2:4].[N:12]#[C:13][NH2:14].Cl.[N+:16]([O-:19])([OH:18])=[O:17], predict the reaction product. The product is: [N+:16]([O-:19])([OH:18])=[O:17].[CH3:1][C:2]1[CH:8]=[CH:7][C:6]([N+:9]([O-:11])=[O:10])=[CH:5][C:3]=1[NH:4][C:13]([NH2:14])=[NH:12]. (2) Given the reactants [F:1][C:2]1[CH:3]=[C:4]2[C:10]([I:11])=[N:9][NH:8][C:5]2=[N:6][CH:7]=1.[F:12][C:13]1[C:20]([F:21])=[CH:19][CH:18]=[C:17]([F:22])[C:14]=1[CH2:15]Br.C(=O)([O-])[O-].[Cs+].[Cs+].O, predict the reaction product. The product is: [F:1][C:2]1[CH:3]=[C:4]2[C:10]([I:11])=[N:9][N:8]([CH2:15][C:14]3[C:17]([F:22])=[CH:18][CH:19]=[C:20]([F:21])[C:13]=3[F:12])[C:5]2=[N:6][CH:7]=1. (3) Given the reactants [Cl:1][C:2]1[CH:3]=[CH:4][C:5]2[NH:11][C:10]3[CH:12]=[CH:13][CH:14]=[CH:15][C:9]=3[C:8](SC)=[N:7][C:6]=2[CH:18]=1.C(OC(N[N:27]1[CH2:32][CH:31]2[CH2:33][CH:28]1[CH2:29][NH:30]2)=O)(C)(C)C, predict the reaction product. The product is: [Cl:1][C:2]1[CH:3]=[CH:4][C:5]2[NH:11][C:10]3[CH:12]=[CH:13][CH:14]=[CH:15][C:9]=3[C:8]([N:27]3[CH2:32][CH:31]4[CH2:33][CH:28]3[CH2:29][NH:30]4)=[N:7][C:6]=2[CH:18]=1. (4) Given the reactants [C:1]1([CH:8]=[CH:7][C:5]([OH:6])=[CH:4][CH:3]=1)[OH:2].[Br:9][C:10]1[CH:11]=[C:12]([CH:25]=[CH:26][CH:27]=1)[CH2:13][O:14][C:15]1[CH:20]=[CH:19][C:18](Cl)=[C:17]([N+:22]([O-:24])=[O:23])[CH:16]=1.Cl, predict the reaction product. The product is: [Br:9][C:10]1[CH:11]=[C:12]([CH:25]=[CH:26][CH:27]=1)[CH2:13][O:14][C:15]1[CH:20]=[CH:19][C:18]([O:2][C:1]2[CH:8]=[CH:7][C:5]([OH:6])=[CH:4][CH:3]=2)=[C:17]([N+:22]([O-:24])=[O:23])[CH:16]=1. (5) Given the reactants [CH2:1]([O:8][C:9]1[C:14]([N+:15]([O-:17])=[O:16])=[C:13](Cl)[CH:12]=[CH:11][N:10]=1)[C:2]1[CH:7]=[CH:6][CH:5]=[CH:4][CH:3]=1.[CH3:19][O:20][C:21]1[CH:22]=[C:23](B(O)O)[CH:24]=[CH:25][CH:26]=1, predict the reaction product. The product is: [CH2:1]([O:8][C:9]1[C:14]([N+:15]([O-:17])=[O:16])=[C:13]([C:25]2[CH:24]=[CH:23][CH:22]=[C:21]([O:20][CH3:19])[CH:26]=2)[CH:12]=[CH:11][N:10]=1)[C:2]1[CH:7]=[CH:6][CH:5]=[CH:4][CH:3]=1. (6) Given the reactants Cl.Cl.Cl.[CH3:4][C:5]1[C:6]2[O:28][CH2:27][CH2:26][C:7]=2[C:8]([N:11]2[CH2:16][CH2:15][N:14]([CH2:17][CH2:18][C@H:19]3[CH2:24][CH2:23][C@H:22]([NH2:25])[CH2:21][CH2:20]3)[CH2:13][CH2:12]2)=[N:9][CH:10]=1.[C:29](O)(=[O:31])[CH3:30], predict the reaction product. The product is: [CH3:4][C:5]1[C:6]2[O:28][CH2:27][CH2:26][C:7]=2[C:8]([N:11]2[CH2:12][CH2:13][N:14]([CH2:17][CH2:18][C@H:19]3[CH2:20][CH2:21][C@H:22]([NH:25][C:29](=[O:31])[CH3:30])[CH2:23][CH2:24]3)[CH2:15][CH2:16]2)=[N:9][CH:10]=1. (7) Given the reactants [F:1][C:2]([F:28])([F:27])[C:3]1[CH:4]=[C:5]([CH:20]=[C:21]([C:23]([F:26])([F:25])[F:24])[CH:22]=1)[CH2:6][N:7]1[C:11]([O:12][CH2:13][CH2:14][CH2:15][CH3:16])=[C:10]([C:17](O)=[O:18])[N:9]=[N:8]1.[Cl:29][C:30]1[CH:38]=[CH:37][CH:36]=[CH:35][C:31]=1[CH2:32][NH:33][CH3:34].CCN=C=NCCCN(C)C, predict the reaction product. The product is: [Cl:29][C:30]1[CH:38]=[CH:37][CH:36]=[CH:35][C:31]=1[CH2:32][N:33]([CH3:34])[C:17]([C:10]1[N:9]=[N:8][N:7]([CH2:6][C:5]2[CH:4]=[C:3]([C:2]([F:27])([F:28])[F:1])[CH:22]=[C:21]([C:23]([F:26])([F:24])[F:25])[CH:20]=2)[C:11]=1[O:12][CH2:13][CH2:14][CH2:15][CH3:16])=[O:18].